From a dataset of NCI-60 drug combinations with 297,098 pairs across 59 cell lines. Regression. Given two drug SMILES strings and cell line genomic features, predict the synergy score measuring deviation from expected non-interaction effect. Drug 1: COC1=NC(=NC2=C1N=CN2C3C(C(C(O3)CO)O)O)N. Drug 2: N.N.Cl[Pt+2]Cl. Cell line: T-47D. Synergy scores: CSS=24.7, Synergy_ZIP=-4.92, Synergy_Bliss=-3.37, Synergy_Loewe=0.0702, Synergy_HSA=0.939.